The task is: Predict the reactants needed to synthesize the given product.. This data is from Full USPTO retrosynthesis dataset with 1.9M reactions from patents (1976-2016). (1) Given the product [O:18]1[CH2:19][CH2:20][N:15]([C:4]2[C:5]3[S:10][C:9]([C:11]([NH2:14])([CH3:13])[CH3:12])=[CH:8][C:6]=3[N:7]=[C:2]([C:22]3[CH:23]=[N:24][CH:25]=[N:26][CH:27]=3)[N:3]=2)[CH2:16][CH2:17]1, predict the reactants needed to synthesize it. The reactants are: Cl[C:2]1[N:3]=[C:4]([N:15]2[CH2:20][CH2:19][O:18][CH2:17][CH2:16]2)[C:5]2[S:10][C:9]([C:11]([NH2:14])([CH3:13])[CH3:12])=[CH:8][C:6]=2[N:7]=1.B(O)(O)[C:22]1[CH:27]=[N:26][CH:25]=[N:24][CH:23]=1. (2) Given the product [Cl:12][C:6]1[CH:5]=[C:4]([NH:3][C:33](=[O:36])[CH2:34][CH2:35][C@H:31]([OH:32])[C:29]([NH:28][C:23]2[CH:24]=[C:25]3[C:20](=[CH:21][CH:22]=2)[N:19]([CH2:37][CH3:38])[C:18](=[O:39])[N:17]([CH2:16][CH:13]2[CH2:14][CH2:15]2)[C:26]3=[O:27])=[O:30])[CH:11]=[CH:10][C:7]=1[C:8]#[N:9], predict the reactants needed to synthesize it. The reactants are: [H-].[Na+].[NH2:3][C:4]1[CH:11]=[CH:10][C:7]([C:8]#[N:9])=[C:6]([Cl:12])[CH:5]=1.[CH:13]1([CH2:16][N:17]2[C:26](=[O:27])[C:25]3[C:20](=[CH:21][CH:22]=[C:23]([NH:28][C:29]([C@@H:31]4[CH2:35][CH2:34][C:33](=[O:36])[O:32]4)=[O:30])[CH:24]=3)[N:19]([CH2:37][CH3:38])[C:18]2=[O:39])[CH2:15][CH2:14]1.Cl. (3) Given the product [NH2:24][C:25]1[CH:26]=[CH:27][C:28]([F:32])=[C:29]([CH:30]=1)[O:31][C:2]1[N:3]=[C:4]([NH:15][C:16]2[CH:17]=[N:18][N:19]([CH2:21][CH2:22][OH:23])[CH:20]=2)[C:5]([C:12]([NH2:14])=[O:13])=[N:6][C:7]=1[C:8]([OH:11])([CH3:10])[CH3:9], predict the reactants needed to synthesize it. The reactants are: Cl[C:2]1[N:3]=[C:4]([NH:15][C:16]2[CH:17]=[N:18][N:19]([CH2:21][CH2:22][OH:23])[CH:20]=2)[C:5]([C:12]([NH2:14])=[O:13])=[N:6][C:7]=1[C:8]([OH:11])([CH3:10])[CH3:9].[NH2:24][C:25]1[CH:26]=[CH:27][C:28]([F:32])=[C:29]([OH:31])[CH:30]=1.C(=O)([O-])[O-].[K+].[K+].[Cl-].[Na+].O.O. (4) Given the product [CH3:48][N:27]([CH:24]1[CH2:25][CH2:26][N:21]([C:18]2[CH:19]=[CH:20][C:15]([O:14][CH2:13][C@@H:8]3[O:7][C:6]4=[N:5][C:4]([N+:1]([O-:3])=[O:2])=[CH:12][N:11]4[CH2:10][CH2:9]3)=[CH:16][CH:17]=2)[CH2:22][CH2:23]1)[C:28]1[CH:33]=[CH:32][C:31]([O:34][CH2:35][C:36]2[CH:41]=[CH:40][C:39]([C:42]([F:45])([F:44])[F:43])=[CH:38][CH:37]=2)=[CH:30][CH:29]=1, predict the reactants needed to synthesize it. The reactants are: [N+:1]([C:4]1[N:5]=[C:6]2[N:11]([CH:12]=1)[CH2:10][CH2:9][C@H:8]([CH2:13][O:14][C:15]1[CH:20]=[CH:19][C:18]([N:21]3[CH2:26][CH2:25][CH:24]([NH:27][C:28]4[CH:33]=[CH:32][C:31]([O:34][CH2:35][C:36]5[CH:41]=[CH:40][C:39]([C:42]([F:45])([F:44])[F:43])=[CH:38][CH:37]=5)=[CH:30][CH:29]=4)[CH2:23][CH2:22]3)=[CH:17][CH:16]=1)[O:7]2)([O-:3])=[O:2].C=O.[C:48]([BH3-])#N.[Na+].C(=O)([O-])[O-].[K+].[K+]. (5) Given the product [F:1][C:2]1[CH:16]=[C:15]([F:17])[CH:14]=[CH:13][C:3]=1[CH:4]([OH:5])[C:6]1([NH:9][C:10](=[O:12])[CH3:11])[CH2:7][CH2:8]1, predict the reactants needed to synthesize it. The reactants are: [F:1][C:2]1[CH:16]=[C:15]([F:17])[CH:14]=[CH:13][C:3]=1[C:4]([C:6]1([NH:9][C:10](=[O:12])[CH3:11])[CH2:8][CH2:7]1)=[O:5].[BH4-].[Na+].[Cl-].[NH4+]. (6) Given the product [CH3:18][N:13]1[C:12](=[O:14])[CH:11]=[CH:10][N:9]=[C:8]1[NH:7][C:1]1[CH:2]=[CH:3][CH:4]=[CH:5][CH:6]=1, predict the reactants needed to synthesize it. The reactants are: [C:1]1([NH:7][C:8]2[NH:13][C:12](=[O:14])[CH:11]=[CH:10][N:9]=2)[CH:6]=[CH:5][CH:4]=[CH:3][CH:2]=1.[H-].[Li+].I[CH3:18].